From a dataset of Catalyst prediction with 721,799 reactions and 888 catalyst types from USPTO. Predict which catalyst facilitates the given reaction. (1) Reactant: [F:1][C:2]1[CH:7]=[CH:6][C:5]([CH:8]([N:31]2[CH2:36][CH2:35][N:34]([CH:37]([CH3:39])[CH3:38])[CH2:33][CH2:32]2)[CH2:9][N:10]2[CH2:15][CH2:14][N:13]([CH2:16][CH2:17][CH2:18][C:19]3[C:20]([OH:30])=[N:21][NH:22][C:23]=3[C:24]3[CH:29]=[CH:28][CH:27]=[CH:26][CH:25]=3)[CH2:12][CH2:11]2)=[CH:4][CH:3]=1.[ClH:40].O1CCOCC1. Product: [ClH:40].[ClH:40].[ClH:40].[ClH:40].[F:1][C:2]1[CH:7]=[CH:6][C:5]([CH:8]([N:31]2[CH2:32][CH2:33][N:34]([CH:37]([CH3:39])[CH3:38])[CH2:35][CH2:36]2)[CH2:9][N:10]2[CH2:15][CH2:14][N:13]([CH2:16][CH2:17][CH2:18][C:19]3[C:20]([OH:30])=[N:21][NH:22][C:23]=3[C:24]3[CH:29]=[CH:28][CH:27]=[CH:26][CH:25]=3)[CH2:12][CH2:11]2)=[CH:4][CH:3]=1. The catalyst class is: 8. (2) Reactant: C1(C)C=CC=CC=1P(C1C=CC=CC=1C)C1C=CC=CC=1C.C(N(CC)CC)C.[NH2:30][C:31]1[C:40]2[N:41]=[C:42]([CH2:49][O:50][CH2:51][CH3:52])[N:43]([CH2:44][C:45]([CH3:48])([OH:47])[CH3:46])[C:39]=2[C:38]2[CH:37]=[CH:36][C:35](Br)=[CH:34][C:33]=2[N:32]=1.[C:54]([O:58][CH3:59])(=[O:57])[CH:55]=[CH2:56]. Product: [NH2:30][C:31]1[C:40]2[N:41]=[C:42]([CH2:49][O:50][CH2:51][CH3:52])[N:43]([CH2:44][C:45]([OH:47])([CH3:48])[CH3:46])[C:39]=2[C:38]2[CH:37]=[CH:36][C:35](/[CH:56]=[CH:55]/[C:54]([O:58][CH3:59])=[O:57])=[CH:34][C:33]=2[N:32]=1. The catalyst class is: 274.